From a dataset of Reaction yield outcomes from USPTO patents with 853,638 reactions. Predict the reaction yield, written as a fraction of the theoretical maximum amount of product (1.0 means a 100% yield; for example, 0.34 means a 34% yield). (1) The reactants are [NH:1]1[CH:5]=[C:4]([C:6]2[C:7]3[CH:14]=[CH:13][N:12]([CH2:15][O:16][CH2:17][CH2:18][Si:19]([CH3:22])([CH3:21])[CH3:20])[C:8]=3[N:9]=[CH:10][N:11]=2)[CH:3]=[N:2]1.[CH:23]1(/[CH:28]=[CH:29]/[C:30]([O:32][CH3:33])=[O:31])[CH2:27][CH2:26][CH2:25][CH2:24]1.C1CCN2C(=NCCC2)CC1. The catalyst is C(#N)C. The product is [CH:23]1([CH:28]([N:1]2[CH:5]=[C:4]([C:6]3[C:7]4[CH:14]=[CH:13][N:12]([CH2:15][O:16][CH2:17][CH2:18][Si:19]([CH3:22])([CH3:21])[CH3:20])[C:8]=4[N:9]=[CH:10][N:11]=3)[CH:3]=[N:2]2)[CH2:29][C:30]([O:32][CH3:33])=[O:31])[CH2:27][CH2:26][CH2:25][CH2:24]1. The yield is 0.630. (2) The yield is 0.420. The catalyst is C(#N)C.C(=O)([O-])[O-].[Na+].[Na+]. The reactants are Br[C:2]1[N:10]=[CH:9][C:8]2[NH:7][C:6]3[N:11]=[CH:12][C:13]([C:15]4[CH:20]=[CH:19][C:18]([CH2:21][N:22]5[CH2:27][CH2:26][CH:25]([O:28][CH3:29])[CH2:24][CH2:23]5)=[CH:17][CH:16]=4)=[CH:14][C:5]=3[C:4]=2[CH:3]=1.[CH3:30][N:31]1[CH:35]=[C:34](B2OC(C)(C)C(C)(C)O2)[CH:33]=[N:32]1. The product is [CH3:29][O:28][CH:25]1[CH2:26][CH2:27][N:22]([CH2:21][C:18]2[CH:19]=[CH:20][C:15]([C:13]3[CH:12]=[N:11][C:6]4[NH:7][C:8]5[CH:9]=[N:10][C:2]([C:34]6[CH:33]=[N:32][N:31]([CH3:30])[CH:35]=6)=[CH:3][C:4]=5[C:5]=4[CH:14]=3)=[CH:16][CH:17]=2)[CH2:23][CH2:24]1. (3) The reactants are [Br:1][C:2]1[CH:3]=[N:4][C:5]2[CH2:6][CH2:7][NH:8][CH2:9][C:10]=2[CH:11]=1.C1COCC1.[C:17]([O:21][C:22](O[C:22]([O:21][C:17]([CH3:20])([CH3:19])[CH3:18])=[O:23])=[O:23])([CH3:20])([CH3:19])[CH3:18]. The catalyst is CN(C1C=CN=CC=1)C. The product is [Br:1][C:2]1[CH:3]=[N:4][C:5]2[CH2:6][CH2:7][N:8]([C:22]([O:21][C:17]([CH3:20])([CH3:19])[CH3:18])=[O:23])[CH2:9][C:10]=2[CH:11]=1. The yield is 0.975.